From a dataset of NCI-60 drug combinations with 297,098 pairs across 59 cell lines. Regression. Given two drug SMILES strings and cell line genomic features, predict the synergy score measuring deviation from expected non-interaction effect. (1) Drug 1: CC1=CC2C(CCC3(C2CCC3(C(=O)C)OC(=O)C)C)C4(C1=CC(=O)CC4)C. Drug 2: CC(C)CN1C=NC2=C1C3=CC=CC=C3N=C2N. Cell line: MALME-3M. Synergy scores: CSS=-8.59, Synergy_ZIP=3.13, Synergy_Bliss=-1.62, Synergy_Loewe=-4.04, Synergy_HSA=-6.32. (2) Drug 1: CC1=C(C=C(C=C1)C(=O)NC2=CC(=CC(=C2)C(F)(F)F)N3C=C(N=C3)C)NC4=NC=CC(=N4)C5=CN=CC=C5. Drug 2: CCC1=C2CN3C(=CC4=C(C3=O)COC(=O)C4(CC)O)C2=NC5=C1C=C(C=C5)O. Cell line: NCI-H322M. Synergy scores: CSS=-16.7, Synergy_ZIP=6.28, Synergy_Bliss=-2.33, Synergy_Loewe=-10.4, Synergy_HSA=-16.0. (3) Drug 1: CC1=C(C(CCC1)(C)C)C=CC(=CC=CC(=CC(=O)O)C)C. Drug 2: C1CN1C2=NC(=NC(=N2)N3CC3)N4CC4. Cell line: NCI-H322M. Synergy scores: CSS=1.41, Synergy_ZIP=-2.84, Synergy_Bliss=-3.51, Synergy_Loewe=-3.51, Synergy_HSA=-3.60. (4) Drug 1: CC12CCC(CC1=CCC3C2CCC4(C3CC=C4C5=CN=CC=C5)C)O. Drug 2: CC1=CC=C(C=C1)C2=CC(=NN2C3=CC=C(C=C3)S(=O)(=O)N)C(F)(F)F. Cell line: NCI-H226. Synergy scores: CSS=3.65, Synergy_ZIP=-0.183, Synergy_Bliss=0.772, Synergy_Loewe=-0.0847, Synergy_HSA=-0.211. (5) Drug 1: CC1CCC2CC(C(=CC=CC=CC(CC(C(=O)C(C(C(=CC(C(=O)CC(OC(=O)C3CCCCN3C(=O)C(=O)C1(O2)O)C(C)CC4CCC(C(C4)OC)O)C)C)O)OC)C)C)C)OC. Drug 2: C1=NNC2=C1C(=O)NC=N2. Cell line: HCT-15. Synergy scores: CSS=25.0, Synergy_ZIP=-3.50, Synergy_Bliss=-2.16, Synergy_Loewe=-35.9, Synergy_HSA=-4.89. (6) Drug 1: C1CCC(C1)C(CC#N)N2C=C(C=N2)C3=C4C=CNC4=NC=N3. Drug 2: C1CC(C1)(C(=O)O)C(=O)O.[NH2-].[NH2-].[Pt+2]. Cell line: SF-539. Synergy scores: CSS=28.4, Synergy_ZIP=-7.82, Synergy_Bliss=-5.09, Synergy_Loewe=-4.89, Synergy_HSA=-2.97.